This data is from Forward reaction prediction with 1.9M reactions from USPTO patents (1976-2016). The task is: Predict the product of the given reaction. (1) Given the reactants [CH3:1][C:2]1[N:7]=[CH:6][CH:5]=[C:4]([NH2:8])[CH:3]=1.[CH3:9][C:10]1([CH3:17])[O:14][C@H:13]([CH2:15][OH:16])[CH2:12][O:11]1, predict the reaction product. The product is: [CH3:9][C:10]1([CH3:17])[O:14][CH:13]([CH2:15][O:16][C:6]2[CH:5]=[C:4]([NH2:8])[CH:3]=[C:2]([CH3:1])[N:7]=2)[CH2:12][O:11]1. (2) Given the reactants C(OC([N:8]1[C:12]2=[N:13][CH:14]=[C:15]([Br:17])[CH:16]=[C:11]2[C:10]([CH2:18]Br)=[N:9]1)=O)(C)(C)C.C[N:21](C)C=O.[N-]=[N+]=[N-].[Na+].C1(P(C2C=CC=CC=2)C2C=CC=CC=2)C=CC=CC=1, predict the reaction product. The product is: [Br:17][C:15]1[CH:16]=[C:11]2[C:10]([CH2:18][NH2:21])=[N:9][NH:8][C:12]2=[N:13][CH:14]=1. (3) Given the reactants [F:1][C:2]([F:12])([F:11])[C:3]1[O:7][CH:6]=[N:5][C:4]=1[C:8](Cl)=[O:9].[Si]([CH:17]=[N+:18]=[N-:19])(C)(C)C, predict the reaction product. The product is: [N+:18](=[CH:17][C:8]([C:4]1[N:5]=[CH:6][O:7][C:3]=1[C:2]([F:12])([F:11])[F:1])=[O:9])=[N-:19]. (4) Given the reactants Cl.[NH2:2][C@H:3]1[CH2:8][CH2:7][C@H:6]([NH:9][C:10]([C:12]2[C:16]3[N:17]=[CH:18][N:19]=[C:20]([C:21]4[CH:26]=[C:25]([F:27])[CH:24]=[CH:23][C:22]=4[O:28][CH2:29][CH:30]4[CH2:32][CH2:31]4)[C:15]=3[NH:14][C:13]=2[CH3:33])=[O:11])[CH2:5][CH2:4]1.[C:34](Cl)(=[O:37])[CH2:35][CH3:36], predict the reaction product. The product is: [CH:30]1([CH2:29][O:28][C:22]2[CH:23]=[CH:24][C:25]([F:27])=[CH:26][C:21]=2[C:20]2[C:15]3[NH:14][C:13]([CH3:33])=[C:12]([C:10]([NH:9][C@H:6]4[CH2:7][CH2:8][C@H:3]([NH:2][C:34](=[O:37])[CH2:35][CH3:36])[CH2:4][CH2:5]4)=[O:11])[C:16]=3[N:17]=[CH:18][N:19]=2)[CH2:31][CH2:32]1. (5) Given the reactants Br[C:2]1[N:3]=[C:4]2[CH:9]=[CH:8][CH:7]=[CH:6][N:5]2[CH:10]=1.[O:11]1[CH:15]=[CH:14][N:13]=[C:12]1[C:16]1[CH:24]=[CH:23][CH:22]=[C:21]2[C:17]=1[CH2:18][N:19]([CH2:26][CH:27]1[CH2:29][CH:28]1B(O)O)[C:20]2=[O:25].C(P(C12CC3CC(CC(C3)C1)C2)C12CC3CC(CC(C3)C1)C2)CCC.C(=O)([O-])[O-].[Cs+].[Cs+], predict the reaction product. The product is: [N:3]1[C:2]([CH:28]2[CH2:29][CH:27]2[CH2:26][N:19]2[CH2:18][C:17]3[C:21](=[CH:22][CH:23]=[CH:24][C:16]=3[C:12]3[O:11][CH:15]=[CH:14][N:13]=3)[C:20]2=[O:25])=[CH:10][N:5]2[CH:6]=[CH:7][CH:8]=[CH:9][C:4]=12. (6) Given the reactants [C:1]([O:5][C:6](=[O:30])[NH:7][C@H:8]([C@@H:24]1[CH:28]=[CH:27][C:26](=[O:29])[O:25]1)[CH2:9][C:10]1[CH:15]=[CH:14][C:13](OCC2C=CC=CC=2)=[CH:12][CH:11]=1)([CH3:4])([CH3:3])[CH3:2].[CH3:31]N1C(=O)N(C)CCC1.[Li].C[Si]([N-][Si](C)(C)C)(C)C.CI.[C:52]([OH:56])(=O)[CH2:53][CH3:54].[C:57](O)(=O)[CH2:58][C:59](CC(O)=O)([C:61](O)=O)O, predict the reaction product. The product is: [C:1]([O:5][C:6](=[O:30])[NH:7][C@H:8]([C@@H:24]1[CH2:28][C@@H:27]([CH3:31])[C:26](=[O:29])[O:25]1)[CH2:9][C:10]1[CH:11]=[CH:12][CH:13]=[C:14]([O:56][CH2:52][C:53]2[CH:54]=[CH:61][CH:59]=[CH:58][CH:57]=2)[CH:15]=1)([CH3:4])([CH3:3])[CH3:2]. (7) Given the reactants FC(F)(F)C(O)=O.[CH3:8][C@@H:9]([O:13][C:14]1[NH:15][C:16]([NH2:25])=[C:17]2[C:21]([N:22]=1)=[N:20][C:19]([O:23][CH3:24])=[N:18]2)[CH2:10][CH2:11][CH3:12].Br[CH2:27][CH2:28][CH:29]1[CH2:34][CH2:33][CH2:32][CH2:31][O:30]1, predict the reaction product. The product is: [CH3:8][C@@H:9]([O:13][C:14]1[N:22]=[C:21]2[C:17]([N:18]=[C:19]([O:23][CH3:24])[N:20]2[CH2:27][CH2:28][CH:29]2[CH2:34][CH2:33][CH2:32][CH2:31][O:30]2)=[C:16]([NH2:25])[N:15]=1)[CH2:10][CH2:11][CH3:12]. (8) Given the reactants [CH3:1][NH:2][C:3]1[S:4][CH:5]=[C:6]([C:8]([OH:10])=O)[N:7]=1.[NH2:11][C@H:12]([CH3:28])[CH2:13][N:14]1[CH:18]=[CH:17][C:16]([C:19]2[CH:26]=[CH:25][C:22]([C:23]#[N:24])=[C:21]([Cl:27])[CH:20]=2)=[N:15]1, predict the reaction product. The product is: [Cl:27][C:21]1[CH:20]=[C:19]([C:16]2[CH:17]=[CH:18][N:14]([CH2:13][C@H:12]([NH:11][C:8]([C:6]3[N:7]=[C:3]([NH:2][CH3:1])[S:4][CH:5]=3)=[O:10])[CH3:28])[N:15]=2)[CH:26]=[CH:25][C:22]=1[C:23]#[N:24]. (9) Given the reactants [Cl:1][C:2]1[CH:3]=[C:4]([CH:8]=[CH:9][C:10]=1[O:11][CH:12]([CH3:14])[CH3:13])[C:5](O)=[O:6].C(Cl)(=O)C([Cl:18])=O, predict the reaction product. The product is: [Cl:1][C:2]1[CH:3]=[C:4]([CH:8]=[CH:9][C:10]=1[O:11][CH:12]([CH3:14])[CH3:13])[C:5]([Cl:18])=[O:6]. (10) Given the reactants Br[CH2:2][C:3]([C:5]1[CH:19]=[CH:18][C:8]([C:9]([NH:11][CH2:12][CH2:13][C:14]([F:17])([F:16])[F:15])=[O:10])=[CH:7][CH:6]=1)=O.[CH3:20][CH:21]([CH3:28])[CH2:22][CH2:23][CH2:24][C:25](=[S:27])[NH2:26], predict the reaction product. The product is: [CH3:20][CH:21]([CH3:28])[CH2:22][CH2:23][CH2:24][C:25]1[S:27][CH:2]=[C:3]([C:5]2[CH:19]=[CH:18][C:8]([C:9]([NH:11][CH2:12][CH2:13][C:14]([F:17])([F:16])[F:15])=[O:10])=[CH:7][CH:6]=2)[N:26]=1.